Dataset: Reaction yield outcomes from USPTO patents with 853,638 reactions. Task: Predict the reaction yield, written as a fraction of the theoretical maximum amount of product (1.0 means a 100% yield; for example, 0.34 means a 34% yield). (1) The reactants are Br[C:2]1[CH:3]=[N:4][CH:5]=[C:6]([Br:8])[CH:7]=1.C1(P(C2C=CC=CC=2)C2C3OC4C(=CC=CC=4P(C4C=CC=CC=4)C4C=CC=CC=4)C(C)(C)C=3C=CC=2)C=CC=CC=1.C(=O)([O-])[O-].[Cs+].[Cs+].[CH3:57][N:58]1[CH2:63][CH2:62][NH:61][CH2:60][CH2:59]1. The catalyst is O1CCOCC1.CCOC(C)=O.C1C=CC(/C=C/C(/C=C/C2C=CC=CC=2)=O)=CC=1.C1C=CC(/C=C/C(/C=C/C2C=CC=CC=2)=O)=CC=1.C1C=CC(/C=C/C(/C=C/C2C=CC=CC=2)=O)=CC=1.[Pd].[Pd]. The product is [Br:8][C:6]1[CH:7]=[C:2]([N:61]2[CH2:62][CH2:63][N:58]([CH3:57])[CH2:59][CH2:60]2)[CH:3]=[N:4][CH:5]=1. The yield is 0.390. (2) The reactants are FC(F)(F)S(O[C:7]1[C:12]([C:13](=[O:15])[CH3:14])=[CH:11][C:10]([Cl:16])=[C:9]([CH3:17])[C:8]=1[Br:18])(=O)=O.[C:21]1(B(O)O)[CH:26]=[CH:25][CH:24]=[CH:23][CH:22]=1.N#N. The catalyst is C1(C)C=CC=CC=1.C(=O)(O)[O-].[Na+].O.C1C=CC([P]([Pd]([P](C2C=CC=CC=2)(C2C=CC=CC=2)C2C=CC=CC=2)([P](C2C=CC=CC=2)(C2C=CC=CC=2)C2C=CC=CC=2)[P](C2C=CC=CC=2)(C2C=CC=CC=2)C2C=CC=CC=2)(C2C=CC=CC=2)C2C=CC=CC=2)=CC=1. The product is [Br:18][C:8]1[C:7]([C:21]2[CH:26]=[CH:25][CH:24]=[CH:23][CH:22]=2)=[C:12]([C:13](=[O:15])[CH3:14])[CH:11]=[C:10]([Cl:16])[C:9]=1[CH3:17]. The yield is 0.930. (3) The reactants are [ClH:1].O1CCOCC1.OC(C(F)(F)F)=O.[CH3:15][NH:16][C:17]([C:19]1[CH:24]=[CH:23][C:22]([NH:25][C:26]([N:28]2[CH2:33][CH2:32][N:31](C(OC(C)(C)C)=O)[CH2:30][CH:29]2[CH2:41][O:42][C:43]2[CH:44]=[N:45][CH:46]=[CH:47][CH:48]=2)=[O:27])=[CH:21][CH:20]=1)=[O:18]. The catalyst is CO. The product is [ClH:1].[ClH:1].[CH3:15][NH:16][C:17]([C:19]1[CH:20]=[CH:21][C:22]([NH:25][C:26]([N:28]2[CH2:33][CH2:32][NH:31][CH2:30][CH:29]2[CH2:41][O:42][C:43]2[CH:44]=[N:45][CH:46]=[CH:47][CH:48]=2)=[O:27])=[CH:23][CH:24]=1)=[O:18]. The yield is 0.550. (4) The reactants are [N:1]1([CH2:6][CH2:7][OH:8])[CH:5]=[CH:4][CH:3]=[CH:2]1.[N+:9]([C:12]1[CH:19]=[CH:18][CH:17]=[C:16]([N+]([O-])=O)[C:13]=1[C:14]#[N:15])([O-:11])=[O:10]. No catalyst specified. The product is [N:1]1([CH2:6][CH2:7][O:8][C:16]2[CH:17]=[CH:18][CH:19]=[C:12]([N+:9]([O-:11])=[O:10])[C:13]=2[C:14]#[N:15])[CH:5]=[CH:4][CH:3]=[CH:2]1. The yield is 0.425. (5) The reactants are [Cl:1][C:2]1[C:7]([N:8]2[CH2:13][CH2:12][CH:11]([C:14]3[CH:15]=[N:16][CH:17]=[CH:18][CH:19]=3)[CH2:10][CH2:9]2)=[CH:6][N:5]=[N:4][C:3]=1[NH:20][NH:21][C:22](=O)[CH2:23][CH:24]1[CH2:26][CH2:25]1.P(Cl)(Cl)(Cl)=O. The catalyst is C(#N)C.C(=O)(O)[O-].[Na+].C(OCC)(=O)C. The product is [Cl:1][C:2]1[C:3]2[N:4]([C:22]([CH2:23][CH:24]3[CH2:26][CH2:25]3)=[N:21][N:20]=2)[N:5]=[CH:6][C:7]=1[N:8]1[CH2:13][CH2:12][CH:11]([C:14]2[CH:15]=[N:16][CH:17]=[CH:18][CH:19]=2)[CH2:10][CH2:9]1. The yield is 0.0260.